Predict the reaction yield, written as a fraction of the theoretical maximum amount of product (1.0 means a 100% yield; for example, 0.34 means a 34% yield). From a dataset of Reaction yield outcomes from USPTO patents with 853,638 reactions. (1) The reactants are Br[C:2]1[CH:7]=[CH:6][CH:5]=[C:4]([Br:8])[CH:3]=1.[CH3:9][C@H:10]1[O:15][C@@H:14]([CH3:16])[CH2:13][NH:12][CH2:11]1.C1C=CC(P(C2C(C3C(P(C4C=CC=CC=4)C4C=CC=CC=4)=CC=C4C=3C=CC=C4)=C3C(C=CC=C3)=CC=2)C2C=CC=CC=2)=CC=1.CC([O-])(C)C.[Na+]. The catalyst is C1(C)C=CC=CC=1.C(Cl)Cl.C1C=CC(/C=C/C(/C=C/C2C=CC=CC=2)=O)=CC=1.C1C=CC(/C=C/C(/C=C/C2C=CC=CC=2)=O)=CC=1.C1C=CC(/C=C/C(/C=C/C2C=CC=CC=2)=O)=CC=1.[Pd].[Pd]. The product is [Br:8][C:4]1[CH:3]=[C:2]([N:12]2[CH2:11][C@H:10]([CH3:9])[O:15][C@H:14]([CH3:16])[CH2:13]2)[CH:7]=[CH:6][CH:5]=1. The yield is 0.658. (2) The reactants are Cl.[CH3:2][C:3]1[C:7]([CH2:8][N:9]2[CH:13]=[C:12]([NH2:14])[CH:11]=[N:10]2)=[C:6]([CH3:15])[O:5][N:4]=1.[C:16]1([C@H:22]([CH3:26])[C:23](O)=[O:24])[CH:21]=[CH:20][CH:19]=[CH:18][CH:17]=1.C1CN([P+](ON2N=NC3C=CC=CC2=3)(N2CCCC2)N2CCCC2)CC1.F[P-](F)(F)(F)(F)F.C(N(CC)CC)C. The catalyst is C(OCC)(=O)C.CN(C=O)C. The product is [CH3:2][C:3]1[C:7]([CH2:8][N:9]2[CH:13]=[C:12]([NH:14][C:23](=[O:24])[C@H:22]([C:16]3[CH:21]=[CH:20][CH:19]=[CH:18][CH:17]=3)[CH3:26])[CH:11]=[N:10]2)=[C:6]([CH3:15])[O:5][N:4]=1. The yield is 0.600. (3) The reactants are Br[C:2]1[CH:7]=[CH:6][C:5]([F:8])=[CH:4][N:3]=1.C(N(CC)CC)C.C[OH:17].[C]=O.C[CH2:21][O:22][CH2:23]C. The catalyst is C([O-])(=O)C.[Pd+2].C([O-])(=O)C.C1(P(C2C=CC=CC=2)[C-]2C=CC=C2)C=CC=CC=1.[C-]1(P(C2C=CC=CC=2)C2C=CC=CC=2)C=CC=C1.[Fe+2].CN(C=O)C. The product is [F:8][C:5]1[CH:6]=[CH:7][C:2]([C:21]([O:22][CH3:23])=[O:17])=[N:3][CH:4]=1. The yield is 0.410. (4) The reactants are [N:1]1[NH:2][N:3]=[CH:4][CH:5]=1.N#N.Br[C:9]1[C:10]([C:16]#[N:17])=[N:11][CH:12]=[CH:13][C:14]=1[CH3:15].CN[C@@H]1CCCC[C@H]1NC.C([O-])([O-])=O.[Cs+].[Cs+]. The catalyst is CN(C=O)C.[Cu]I.O. The product is [CH3:15][C:14]1[CH:13]=[CH:12][N:11]=[C:10]([C:16]#[N:17])[C:9]=1[N:2]1[N:3]=[CH:4][CH:5]=[N:1]1. The yield is 0.270. (5) The reactants are S[C:2]1[O:3][C:4]2[CH:10]=[C:9]([OH:11])[CH:8]=[CH:7][C:5]=2[N:6]=1.S(Cl)([Cl:14])=O.CN(C=O)C. No catalyst specified. The product is [Cl:14][C:2]1[O:3][C:4]2[CH:10]=[C:9]([OH:11])[CH:8]=[CH:7][C:5]=2[N:6]=1. The yield is 0.680.